From a dataset of Forward reaction prediction with 1.9M reactions from USPTO patents (1976-2016). Predict the product of the given reaction. (1) Given the reactants [H-].[Na+].[CH:3]([C:6]1[NH:7][CH:8]=[C:9]([C:11]([CH3:22])([C:13]2[CH:18]=[CH:17][CH:16]=[C:15]([N+:19]([O-:21])=[O:20])[CH:14]=2)[CH3:12])[N:10]=1)([CH3:5])[CH3:4].I[CH3:24], predict the reaction product. The product is: [CH:3]([C:6]1[N:10]([CH3:24])[C:9]([C:11]([CH3:12])([C:13]2[CH:18]=[CH:17][CH:16]=[C:15]([N+:19]([O-:21])=[O:20])[CH:14]=2)[CH3:22])=[CH:8][N:7]=1)([CH3:5])[CH3:4]. (2) Given the reactants [P:1](=[O:5])([OH:4])([OH:3])[OH:2].[Cl:6][C:7]1[CH:12]=[CH:11][CH:10]=[CH:9][C:8]=1[CH2:13][CH2:14][NH:15][CH2:16][CH2:17][CH2:18][S:19][CH2:20][CH2:21][NH:22][CH2:23][C@@H:24]([C:26]1[C:34]2[S:33][C:32](=[O:35])[NH:31][C:30]=2[C:29]([OH:36])=[CH:28][CH:27]=1)[OH:25], predict the reaction product. The product is: [P:1]([OH:5])([OH:4])([OH:3])=[O:2].[Cl:6][C:7]1[CH:12]=[CH:11][CH:10]=[CH:9][C:8]=1[CH2:13][CH2:14][NH:15][CH2:16][CH2:17][CH2:18][S:19][CH2:20][CH2:21][NH:22][CH2:23][C@@H:24]([C:26]1[C:34]2[S:33][C:32](=[O:35])[NH:31][C:30]=2[C:29]([OH:36])=[CH:28][CH:27]=1)[OH:25]. (3) Given the reactants [CH:1]1([CH2:7][NH:8][C:9]2[O:10][C:11]3[CH:17]=[C:16]([O:18][C:19]4[CH:24]=[CH:23][N:22]=[C:21]([CH2:25]O)[CH:20]=4)[CH:15]=[CH:14][C:12]=3[N:13]=2)[CH2:6][CH2:5][CH2:4][CH2:3][CH2:2]1.C1(P(C2C=CC=CC=2)C2C=CC=CC=2)C=CC=CC=1.[C:46]1(=[O:56])[NH:50][C:49](=[O:51])[C:48]2=[CH:52][CH:53]=[CH:54][CH:55]=[C:47]12.N(C(OC(C)C)=O)=NC(OC(C)C)=O, predict the reaction product. The product is: [CH:1]1([CH2:7][NH:8][C:9]2[O:10][C:11]3[CH:17]=[C:16]([O:18][C:19]4[CH:24]=[CH:23][N:22]=[C:21]([CH2:25][N:50]5[C:46](=[O:56])[C:47]6[C:48](=[CH:52][CH:53]=[CH:54][CH:55]=6)[C:49]5=[O:51])[CH:20]=4)[CH:15]=[CH:14][C:12]=3[N:13]=2)[CH2:2][CH2:3][CH2:4][CH2:5][CH2:6]1. (4) Given the reactants [Br:1][C:2]1[CH:3]=[N:4][CH:5]=[C:6]([CH:17]=1)[C:7](=[NH:16])[NH:8][C:9]1[CH:14]=[CH:13][C:12]([CH3:15])=[CH:11][N:10]=1, predict the reaction product. The product is: [Br:1][C:2]1[CH:17]=[C:6]([C:7]2[N:8]=[C:9]3[CH:14]=[CH:13][C:12]([CH3:15])=[CH:11][N:10]3[N:16]=2)[CH:5]=[N:4][CH:3]=1. (5) Given the reactants C([O:8][C@@H:9]1[CH2:13][CH2:12][CH2:11][C@H:10]1[C:14]1[CH:18]=[CH:17][N:16]([CH:19]2[CH2:24][CH2:23][CH2:22][CH2:21][O:20]2)[N:15]=1)C1C=CC=CC=1, predict the reaction product. The product is: [O:20]1[CH2:21][CH2:22][CH2:23][CH2:24][CH:19]1[N:16]1[CH:17]=[CH:18][C:14]([C@@H:10]2[CH2:11][CH2:12][CH2:13][C@H:9]2[OH:8])=[N:15]1. (6) Given the reactants [C:1]([N:4]1[CH2:9][CH2:8][C:7]2[N:10]([CH:14]([CH3:20])[C:15](OCC)=[O:16])[N:11]=[C:12]([Br:13])[C:6]=2[CH2:5]1)(=[O:3])[CH3:2].[BH4-].[Na+], predict the reaction product. The product is: [Br:13][C:12]1[C:6]2[CH2:5][N:4]([C:1](=[O:3])[CH3:2])[CH2:9][CH2:8][C:7]=2[N:10]([CH:14]([CH3:20])[CH2:15][OH:16])[N:11]=1.